Dataset: Catalyst prediction with 721,799 reactions and 888 catalyst types from USPTO. Task: Predict which catalyst facilitates the given reaction. (1) Reactant: [CH3:1][O:2][C:3](=[O:64])[NH:4][CH:5]([C:9]([N:11]1[CH2:15][CH2:14][CH2:13][CH:12]1[C:16]1[NH:17][C:18]([C:21]2[CH:30]=[CH:29][C:28]3[C:23](=[CH:24][CH:25]=[C:26]([C:31]4[CH:36]=[CH:35][C:34]([C:37]5[NH:38][C:39]([CH:42]6[CH2:46][CH2:45][CH2:44][N:43]6[C:47](=[O:63])[CH:48]([NH:55]C(OC(C)(C)C)=O)[C:49]6[CH:54]=[CH:53][CH:52]=[CH:51][CH:50]=6)=[N:40][CH:41]=5)=[CH:33][CH:32]=4)[CH:27]=3)[CH:22]=2)=[CH:19][N:20]=1)=[O:10])[CH:6]([CH3:8])[CH3:7].Cl.O1CCOCC1. Product: [CH3:1][O:2][C:3](=[O:64])[NH:4][CH:5]([C:9]([N:11]1[CH2:15][CH2:14][CH2:13][CH:12]1[C:16]1[NH:17][C:18]([C:21]2[CH:30]=[CH:29][C:28]3[C:23](=[CH:24][CH:25]=[C:26]([C:31]4[CH:32]=[CH:33][C:34]([C:37]5[NH:38][C:39]([CH:42]6[CH2:46][CH2:45][CH2:44][N:43]6[C:47](=[O:63])[CH:48]([NH2:55])[C:49]6[CH:54]=[CH:53][CH:52]=[CH:51][CH:50]=6)=[N:40][CH:41]=5)=[CH:35][CH:36]=4)[CH:27]=3)[CH:22]=2)=[CH:19][N:20]=1)=[O:10])[CH:6]([CH3:8])[CH3:7]. The catalyst class is: 2. (2) Reactant: [CH3:1][C:2]1[CH:7]=[C:6]([CH:8]2[CH2:13][CH2:12][CH:11]([CH:14]([NH2:16])[CH3:15])[CH2:10][CH2:9]2)[CH:5]=[CH:4][N:3]=1.[Cl:17][C:18]1[CH:26]=[CH:25][C:21]([C:22](O)=[O:23])=[CH:20][CH:19]=1.C1C=CC2N(O)N=NC=2C=1.C(Cl)CCl. Product: [Cl:17][C:18]1[CH:26]=[CH:25][C:21]([C:22]([NH:16][CH:14]([CH:11]2[CH2:12][CH2:13][CH:8]([C:6]3[CH:5]=[CH:4][N:3]=[C:2]([CH3:1])[CH:7]=3)[CH2:9][CH2:10]2)[CH3:15])=[O:23])=[CH:20][CH:19]=1. The catalyst class is: 1. (3) Reactant: [NH2:1][C:2]([NH2:4])=[S:3].C(=O)([O-])[O-].[K+].[K+].C([O:13][C:14](=O)[CH2:15][C:16](=O)[CH2:17][CH2:18][CH2:19][CH3:20])C.Cl. Product: [CH2:17]([C:16]1[NH:4][C:2](=[S:3])[NH:1][C:14](=[O:13])[CH:15]=1)[CH2:18][CH2:19][CH3:20]. The catalyst class is: 6. (4) Reactant: [Cl:1][C:2]1[C:7]([CH:8]([C:10]2[CH:15]=[CH:14][CH:13]=[CH:12][C:11]=2[O:16][CH3:17])[OH:9])=[CH:6][CH:5]=[C:4]([Cl:18])[N:3]=1.CC(C)=O.OS(O)(=O)=O.O=[Cr](=O)=O. Product: [Cl:1][C:2]1[C:7]([C:8]([C:10]2[CH:15]=[CH:14][CH:13]=[CH:12][C:11]=2[O:16][CH3:17])=[O:9])=[CH:6][CH:5]=[C:4]([Cl:18])[N:3]=1. The catalyst class is: 21. (5) Reactant: CCN(C(C)C)C(C)C.[NH2:10][C:11]1[C:16]([C:17]#[N:18])=[C:15](Cl)[N:14]=[CH:13][N:12]=1.[NH2:20][C@H:21]([C:23]1[C:24]([CH2:34][N:35]2[CH2:40][CH2:39][N:38]([C:41]([O:43][C:44]([CH3:47])([CH3:46])[CH3:45])=[O:42])[CH2:37][CH2:36]2)=[N:25][C:26]2[C:31]([CH:32]=1)=[CH:30][CH:29]=[C:28]([F:33])[CH:27]=2)[CH3:22]. Product: [NH2:10][C:11]1[N:12]=[CH:13][N:14]=[C:15]([NH:20][C@H:21]([C:23]2[C:24]([CH2:34][N:35]3[CH2:36][CH2:37][N:38]([C:41]([O:43][C:44]([CH3:45])([CH3:47])[CH3:46])=[O:42])[CH2:39][CH2:40]3)=[N:25][C:26]3[C:31]([CH:32]=2)=[CH:30][CH:29]=[C:28]([F:33])[CH:27]=3)[CH3:22])[C:16]=1[C:17]#[N:18]. The catalyst class is: 51. (6) Reactant: IC.[C:3](=O)([O-])[O-].[Cs+].[Cs+].[F:9][C:10]1[CH:15]=[C:14]([O:16][CH2:17][C:18]2[CH:23]=[CH:22][CH:21]=[CH:20][CH:19]=2)[C:13]([OH:24])=[C:12]([CH2:25][OH:26])[CH:11]=1.O. Product: [F:9][C:10]1[CH:15]=[C:14]([O:16][CH2:17][C:18]2[CH:23]=[CH:22][CH:21]=[CH:20][CH:19]=2)[C:13]([O:24][CH3:3])=[C:12]([CH2:25][OH:26])[CH:11]=1. The catalyst class is: 3. (7) Reactant: Cl.C(N=C=NCCCN(C)C)C.Cl.Cl.[F:15][C:16]1[CH:17]=[C:18]([O:22][CH:23]2[CH2:28][CH2:27][N:26]([C:29](=[O:35])[C@@H:30]([NH2:34])[CH:31]([CH3:33])[CH3:32])[CH2:25][CH2:24]2)[CH:19]=[N:20][CH:21]=1.[OH:36][C:37]1[C:38]([C:47](O)=[O:48])=[N:39][C:40]2[C:45]([N:46]=1)=[CH:44][CH:43]=[CH:42][CH:41]=2.O.ON1C2C=CC=CC=2N=N1.CN1CCOCC1. Product: [F:15][C:16]1[CH:17]=[C:18]([O:22][CH:23]2[CH2:24][CH2:25][N:26]([C:29]([C@@H:30]([NH:34][C:47]([C:38]3[C:37]([OH:36])=[N:46][C:45]4[C:40](=[CH:41][CH:42]=[CH:43][CH:44]=4)[N:39]=3)=[O:48])[CH:31]([CH3:33])[CH3:32])=[O:35])[CH2:27][CH2:28]2)[CH:19]=[N:20][CH:21]=1. The catalyst class is: 232. (8) Reactant: Cl[CH2:2][C:3]([CH3:6])([OH:5])[CH3:4].[C:7]1(=[O:17])[NH:11][C:10](=[O:12])[C:9]2=[CH:13][CH:14]=[CH:15][CH:16]=[C:8]12.[K].[I-].[Na+]. Product: [OH:5][C:3]([CH3:6])([CH3:4])[CH2:2][C:9]12[CH:13]=[CH:14][CH:15]=[CH:16][CH:8]1[C:7]([NH:11][C:10]2=[O:12])=[O:17]. The catalyst class is: 3.